From a dataset of NCI-60 drug combinations with 297,098 pairs across 59 cell lines. Regression. Given two drug SMILES strings and cell line genomic features, predict the synergy score measuring deviation from expected non-interaction effect. (1) Drug 1: C1=NC2=C(N=C(N=C2N1C3C(C(C(O3)CO)O)O)F)N. Drug 2: C(CC(=O)O)C(=O)CN.Cl. Cell line: SK-MEL-5. Synergy scores: CSS=11.0, Synergy_ZIP=-2.51, Synergy_Bliss=-1.79, Synergy_Loewe=4.60, Synergy_HSA=1.22. (2) Drug 1: C1=NC2=C(N=C(N=C2N1C3C(C(C(O3)CO)O)O)F)N. Drug 2: C(CCl)NC(=O)N(CCCl)N=O. Cell line: SK-MEL-5. Synergy scores: CSS=8.16, Synergy_ZIP=-4.04, Synergy_Bliss=-2.27, Synergy_Loewe=-0.748, Synergy_HSA=-0.804.